Dataset: NCI-60 drug combinations with 297,098 pairs across 59 cell lines. Task: Regression. Given two drug SMILES strings and cell line genomic features, predict the synergy score measuring deviation from expected non-interaction effect. (1) Drug 1: CC1=C(C(CCC1)(C)C)C=CC(=CC=CC(=CC(=O)O)C)C. Cell line: NCI/ADR-RES. Drug 2: CC1=C(C(=O)C2=C(C1=O)N3CC4C(C3(C2COC(=O)N)OC)N4)N. Synergy scores: CSS=8.31, Synergy_ZIP=-5.99, Synergy_Bliss=-1.89, Synergy_Loewe=-18.1, Synergy_HSA=-2.80. (2) Drug 1: C1=CC(=C2C(=C1NCCNCCO)C(=O)C3=C(C=CC(=C3C2=O)O)O)NCCNCCO. Drug 2: C1=CN(C(=O)N=C1N)C2C(C(C(O2)CO)O)O.Cl. Cell line: SNB-75. Synergy scores: CSS=59.9, Synergy_ZIP=4.96, Synergy_Bliss=5.54, Synergy_Loewe=4.40, Synergy_HSA=7.90. (3) Drug 1: CS(=O)(=O)C1=CC(=C(C=C1)C(=O)NC2=CC(=C(C=C2)Cl)C3=CC=CC=N3)Cl. Drug 2: C1=NNC2=C1C(=O)NC=N2. Cell line: DU-145. Synergy scores: CSS=7.94, Synergy_ZIP=0.766, Synergy_Bliss=4.28, Synergy_Loewe=2.07, Synergy_HSA=2.16. (4) Drug 1: CCCS(=O)(=O)NC1=C(C(=C(C=C1)F)C(=O)C2=CNC3=C2C=C(C=N3)C4=CC=C(C=C4)Cl)F. Drug 2: C1=NNC2=C1C(=O)NC=N2. Cell line: MALME-3M. Synergy scores: CSS=40.8, Synergy_ZIP=2.12, Synergy_Bliss=-0.619, Synergy_Loewe=-24.0, Synergy_HSA=-1.57. (5) Drug 1: CC12CCC(CC1=CCC3C2CCC4(C3CC=C4C5=CN=CC=C5)C)O. Drug 2: CCCCC(=O)OCC(=O)C1(CC(C2=C(C1)C(=C3C(=C2O)C(=O)C4=C(C3=O)C=CC=C4OC)O)OC5CC(C(C(O5)C)O)NC(=O)C(F)(F)F)O. Cell line: SK-MEL-28. Synergy scores: CSS=7.84, Synergy_ZIP=1.40, Synergy_Bliss=5.67, Synergy_Loewe=2.49, Synergy_HSA=2.45. (6) Drug 1: CCC1=CC2CC(C3=C(CN(C2)C1)C4=CC=CC=C4N3)(C5=C(C=C6C(=C5)C78CCN9C7C(C=CC9)(C(C(C8N6C)(C(=O)OC)O)OC(=O)C)CC)OC)C(=O)OC.C(C(C(=O)O)O)(C(=O)O)O. Drug 2: C1=CC(=CC=C1CC(C(=O)O)N)N(CCCl)CCCl.Cl. Cell line: OVCAR-8. Synergy scores: CSS=40.4, Synergy_ZIP=-1.66, Synergy_Bliss=6.35, Synergy_Loewe=-8.03, Synergy_HSA=5.60. (7) Drug 1: CC1C(C(=O)NC(C(=O)N2CCCC2C(=O)N(CC(=O)N(C(C(=O)O1)C(C)C)C)C)C(C)C)NC(=O)C3=C4C(=C(C=C3)C)OC5=C(C(=O)C(=C(C5=N4)C(=O)NC6C(OC(=O)C(N(C(=O)CN(C(=O)C7CCCN7C(=O)C(NC6=O)C(C)C)C)C)C(C)C)C)N)C. Drug 2: COCCOC1=C(C=C2C(=C1)C(=NC=N2)NC3=CC=CC(=C3)C#C)OCCOC.Cl. Cell line: MOLT-4. Synergy scores: CSS=32.9, Synergy_ZIP=-2.16, Synergy_Bliss=-1.31, Synergy_Loewe=-28.0, Synergy_HSA=-3.16.